This data is from Full USPTO retrosynthesis dataset with 1.9M reactions from patents (1976-2016). The task is: Predict the reactants needed to synthesize the given product. (1) Given the product [CH2:25]([S:22]([C:19]1[CH:20]=[CH:21][C:16]([CH2:15][N:1]2[C:9]3[C:4](=[CH:5][CH:6]=[CH:7][CH:8]=3)[C:3]([C:10]([O:12][CH3:13])=[O:11])=[N:2]2)=[CH:17][CH:18]=1)(=[O:24])=[O:23])[CH3:26], predict the reactants needed to synthesize it. The reactants are: [NH:1]1[C:9]2[C:4](=[CH:5][CH:6]=[CH:7][CH:8]=2)[C:3]([C:10]([O:12][CH3:13])=[O:11])=[N:2]1.Br[CH2:15][C:16]1[CH:21]=[CH:20][C:19]([S:22]([CH2:25][CH3:26])(=[O:24])=[O:23])=[CH:18][CH:17]=1.C(=O)([O-])[O-].[Cs+].[Cs+]. (2) Given the product [F:25][C:18]1[CH:17]=[C:16]([C:2]2[CH:11]=[CH:10][C:9]3[C:4](=[CH:5][CH:6]=[C:7]([OH:12])[CH:8]=3)[N:3]=2)[CH:24]=[CH:23][C:19]=1[C:20]([OH:22])=[O:21], predict the reactants needed to synthesize it. The reactants are: Cl[C:2]1[CH:11]=[CH:10][C:9]2[C:4](=[CH:5][CH:6]=[C:7]([OH:12])[CH:8]=2)[N:3]=1.B([C:16]1[CH:24]=[CH:23][C:19]([C:20]([OH:22])=[O:21])=[C:18]([F:25])[CH:17]=1)(O)O. (3) Given the product [CH2:38]([C:35]1[S:34][C:33]([CH2:32][N:7]2[C:6]3[CH:8]=[C:9]([C:11]4[CH:16]=[CH:15][CH:14]=[CH:13][CH:12]=4)[S:10][C:5]=3[C:4](=[O:17])[N:3]([CH:18]3[CH2:23][CH2:22][N:21]([C:24]([O:26][C:27]([CH3:30])([CH3:29])[CH3:28])=[O:25])[CH2:20][CH2:19]3)[C:2]2=[O:1])=[CH:37][CH:36]=1)[CH3:39], predict the reactants needed to synthesize it. The reactants are: [O:1]=[C:2]1[NH:7][C:6]2[CH:8]=[C:9]([C:11]3[CH:16]=[CH:15][CH:14]=[CH:13][CH:12]=3)[S:10][C:5]=2[C:4](=[O:17])[N:3]1[CH:18]1[CH2:23][CH2:22][N:21]([C:24]([O:26][C:27]([CH3:30])([CH3:29])[CH3:28])=[O:25])[CH2:20][CH2:19]1.Cl[CH2:32][C:33]1[S:34][C:35]([CH2:38][CH3:39])=[CH:36][CH:37]=1.C(=O)([O-])[O-].[K+].[K+]. (4) Given the product [C:36]1([C:42]2[O:34][C:30]3[CH2:31][CH2:32][CH2:33][C:28](=[O:35])[C:29]=3[CH:43]=2)[CH:41]=[CH:40][CH:39]=[CH:38][CH:37]=1, predict the reactants needed to synthesize it. The reactants are: [N+]([O-])([O-])=O.[Ce+4].[NH4+].[N+]([O-])([O-])=O.[N+]([O-])([O-])=O.[N+]([O-])([O-])=O.[N+]([O-])([O-])=O.C(=O)(O)[O-].[Na+].[C:28]1(=[O:35])[CH2:33][CH2:32][CH2:31][C:30](=[O:34])[CH2:29]1.[C:36]1([C:42]#[CH:43])[CH:41]=[CH:40][CH:39]=[CH:38][CH:37]=1. (5) Given the product [F:1][C:2]1[CH:7]=[CH:6][CH:5]=[C:4]([F:8])[C:3]=1[N:9]([CH2:10][CH:11]([CH3:13])[CH3:12])[S:28]([C:25]1[CH:24]=[CH:23][C:22]([O:21][CH2:20][C:19]2[C:15]([CH3:14])=[N:16][O:17][C:18]=2[CH3:32])=[CH:27][CH:26]=1)(=[O:29])=[O:30], predict the reactants needed to synthesize it. The reactants are: [F:1][C:2]1[CH:7]=[CH:6][CH:5]=[C:4]([F:8])[C:3]=1[NH:9][CH2:10][CH:11]([CH3:13])[CH3:12].[CH3:14][C:15]1[C:19]([CH2:20][O:21][C:22]2[CH:27]=[CH:26][C:25]([S:28](Cl)(=[O:30])=[O:29])=[CH:24][CH:23]=2)=[C:18]([CH3:32])[O:17][N:16]=1. (6) The reactants are: [CH3:1][CH2:2][NH:3][C:4]([C@H:6]1[N:10]([C:11]([C@@H:13]([NH:21][C:22]([C@@H:24]([NH:29][C:30]([C@H:32]([NH:37][C:38]([C@@H:40]([NH:49][C:50]([C@@H:52]([NH:55][C:56]([C@@H:58]([NH:69][C:70]([C@@H:72]([NH:79][C:80]([C@H:82]2[NH:87][C:85](=[O:86])[CH2:84][CH2:83]2)=[O:81])[CH2:73][C:74]2[N:78]=[CH:77][NH:76][CH:75]=2)=[O:71])[CH2:59][C:60]2[C:64]3[CH:65]=[CH:66][CH:67]=[CH:68][C:63]=3[NH:62][CH:61]=2)=[O:57])[CH2:53][OH:54])=[O:51])[CH2:41][C:42]2[CH:43]=[CH:44][C:45]([OH:48])=[CH:46][CH:47]=2)=[O:39])[CH2:33][CH:34]([CH3:36])[CH3:35])=[O:31])[CH2:25][CH:26]([CH3:28])[CH3:27])=[O:23])[CH2:14][CH2:15][CH2:16][NH:17][C:18]([NH2:20])=[NH:19])=[O:12])[CH2:9][CH2:8][CH2:7]1)=[O:5].CC(CC(NC(CNC(C(NC(C(NC(C(NC(C(NC(C1NC(=O)CC1)=O)CC1NC=NC=1)=O)CC1C2C(=CC=CC=2)NC=1)=O)CO)=O)CC1C=CC(O)=CC=1)=O)=O)C(NC(C(N1C(C(NCC(N)=O)=O)CCC1)=O)CCCN=C(N)N)=O)C.N[C@H:174]([C:181]([OH:183])=[O:182])CC1N=CNC=1.N1C(=O)CC[C@H]1C(O)=O. Given the product [CH3:1][CH2:2][NH:3][C:4]([C@H:6]1[N:10]([C:11]([C@@H:13]([NH:21][C:22]([C@@H:24]([NH:29][C:30]([C@H:32]([NH:37][C:38]([C@@H:40]([NH:49][C:50]([C@@H:52]([NH:55][C:56]([C@@H:58]([NH:69][C:70]([C@@H:72]([NH:79][C:80]([C@H:82]2[NH:87][C:85](=[O:86])[CH2:84][CH2:83]2)=[O:81])[CH2:73][C:74]2[N:78]=[CH:77][NH:76][CH:75]=2)=[O:71])[CH2:59][C:60]2[C:64]3[CH:65]=[CH:66][CH:67]=[CH:68][C:63]=3[NH:62][CH:61]=2)=[O:57])[CH2:53][OH:54])=[O:51])[CH2:41][C:42]2[CH:47]=[CH:46][C:45]([OH:48])=[CH:44][CH:43]=2)=[O:39])[CH2:33][CH:34]([CH3:36])[CH3:35])=[O:31])[CH2:25][CH:26]([CH3:28])[CH3:27])=[O:23])[CH2:14][CH2:15][CH2:16][NH:17][C:18]([NH2:20])=[NH:19])=[O:12])[CH2:9][CH2:8][CH2:7]1)=[O:5].[CH3:174][C:181]([OH:183])=[O:182], predict the reactants needed to synthesize it. (7) Given the product [C:2]([C:7]1[N:8]=[C:9]([CH2:12][N:13]2[N:17]=[C:16]([NH:18][C:32]([C:28]3[N:29]=[CH:30][O:31][C:27]=3[C:23]3[CH:24]=[CH:25][CH:26]=[C:21]([N:20]([CH3:35])[CH3:19])[CH:22]=3)=[O:33])[CH:15]=[N:14]2)[S:10][CH:11]=1)(=[O:6])[CH3:1], predict the reactants needed to synthesize it. The reactants are: [CH3:1][C:2]1([C:7]2[N:8]=[C:9]([CH2:12][N:13]3[N:17]=[C:16]([NH2:18])[CH:15]=[N:14]3)[S:10][CH:11]=2)[O:6]CCO1.[CH3:19][N:20]([CH3:35])[C:21]1[CH:22]=[C:23]([C:27]2[O:31][CH:30]=[N:29][C:28]=2[C:32](O)=[O:33])[CH:24]=[CH:25][CH:26]=1.